The task is: Predict the reaction yield, written as a fraction of the theoretical maximum amount of product (1.0 means a 100% yield; for example, 0.34 means a 34% yield).. This data is from Reaction yield outcomes from USPTO patents with 853,638 reactions. (1) The reactants are [O:1]1[CH:5]=[CH:4][C:3]([C:6]2[N:10]([CH3:11])[N:9]=[CH:8][C:7]=2/[CH:12]=[CH:13]/[C:14]([O:16]CC)=[O:15])=[CH:2]1.O1CCCC1.[OH-].[Na+].Cl. The catalyst is C(O)C. The product is [O:1]1[CH:5]=[CH:4][C:3]([C:6]2[N:10]([CH3:11])[N:9]=[CH:8][C:7]=2/[CH:12]=[CH:13]/[C:14]([OH:16])=[O:15])=[CH:2]1. The yield is 0.990. (2) The yield is 0.0600. The catalyst is N1C=CC=CC=1. The product is [C:1]([C:5]1[CH:6]=[C:7]([C:11]2[O:12][C:28]([C:25]3([S:22]([C:19]4[CH:20]=[CH:21][C:16]([Cl:15])=[CH:17][CH:18]=4)(=[O:24])=[O:23])[CH2:27][CH2:26]3)=[N:14][N:13]=2)[N:8]([CH3:10])[N:9]=1)([CH3:4])([CH3:2])[CH3:3]. The reactants are [C:1]([C:5]1[CH:6]=[C:7]([C:11]([NH:13][NH2:14])=[O:12])[N:8]([CH3:10])[N:9]=1)([CH3:4])([CH3:3])[CH3:2].[Cl:15][C:16]1[CH:21]=[CH:20][C:19]([S:22]([C:25]2([C:28](O)=O)[CH2:27][CH2:26]2)(=[O:24])=[O:23])=[CH:18][CH:17]=1.P(Cl)(Cl)(Cl)=O. (3) The catalyst is CN(C=O)C. The reactants are Cl.[Cl:2][C:3]1[CH:4]=[C:5]2[C:9](=[CH:10][CH:11]=1)[NH:8][CH:7]=[C:6]2[CH2:12][CH2:13][NH2:14].[F:15][C:16]1[CH:17]=[C:18]([N:23]2[CH2:27][CH2:26][CH:25]([C:28](O)=[O:29])[C:24]2=[O:31])[CH:19]=[CH:20][C:21]=1[F:22].CN(C(ON1N=NC2C=CC=NC1=2)=[N+](C)C)C.F[P-](F)(F)(F)(F)F.C(N(CC)C(C)C)(C)C. The yield is 0.250. The product is [Cl:2][C:3]1[CH:4]=[C:5]2[C:9](=[CH:10][CH:11]=1)[NH:8][CH:7]=[C:6]2[CH2:12][CH2:13][NH:14][C:28]([CH:25]1[CH2:26][CH2:27][N:23]([C:18]2[CH:19]=[CH:20][C:21]([F:22])=[C:16]([F:15])[CH:17]=2)[C:24]1=[O:31])=[O:29].